This data is from Forward reaction prediction with 1.9M reactions from USPTO patents (1976-2016). The task is: Predict the product of the given reaction. (1) Given the reactants Br[C:2]1[CH:7]=[CH:6][CH:5]=[C:4]([N+:8]([O-:10])=[O:9])[CH:3]=1.[CH3:11][O:12][CH2:13][CH:14]1[CH2:18][CH2:17][CH2:16][NH:15]1.C([O-])([O-])=O.[Cs+].[Cs+], predict the reaction product. The product is: [CH3:11][O:12][CH2:13][CH:14]1[CH2:18][CH2:17][CH2:16][N:15]1[C:2]1[CH:7]=[CH:6][CH:5]=[C:4]([N+:8]([O-:10])=[O:9])[CH:3]=1. (2) Given the reactants [N:1]1([C:7]2[CH:19]=[C:18]([C:20]3[CH:25]=[CH:24][C:23]([CH3:26])=[CH:22][CH:21]=3)[C:17]3[C:16]4[C:11](=[CH:12][CH:13]=[CH:14][CH:15]=4)[CH2:10][C:9]=3[C:8]=2[C:27]#[N:28])[CH2:6][CH2:5][CH2:4][CH2:3][CH2:2]1.[H-].[Na+].C1C[O:34]CC1, predict the reaction product. The product is: [O:34]=[C:10]1[C:9]2[C:8]([C:27]#[N:28])=[C:7]([N:1]3[CH2:6][CH2:5][CH2:4][CH2:3][CH2:2]3)[CH:19]=[C:18]([C:20]3[CH:21]=[CH:22][C:23]([CH3:26])=[CH:24][CH:25]=3)[C:17]=2[C:16]2[C:11]1=[CH:12][CH:13]=[CH:14][CH:15]=2. (3) Given the reactants [CH3:1][C:2]1[C:10]2[C:5](=[CH:6][CH:7]=[CH:8][C:9]=2[CH:11]=C)[N:4]([S:13]([C:16]2[CH:21]=[CH:20][CH:19]=[CH:18][CH:17]=2)(=[O:15])=[O:14])[CH:3]=1.N1C(C)=CC=CC=1C.I([O-])(=O)(=O)=[O:31].[Na+], predict the reaction product. The product is: [CH3:1][C:2]1[C:10]2[C:9]([CH:11]=[O:31])=[CH:8][CH:7]=[CH:6][C:5]=2[N:4]([S:13]([C:16]2[CH:21]=[CH:20][CH:19]=[CH:18][CH:17]=2)(=[O:15])=[O:14])[CH:3]=1. (4) Given the reactants [CH3:1][C:2]1([CH3:36])[CH2:7][NH:6][CH2:5][CH2:4][N:3]1[CH2:8][C:9]1[N:10]([CH3:35])[C:11]2[C:16]([N:17]=1)=[C:15]([N:18]1[CH2:23][CH2:22][O:21][CH2:20][CH2:19]1)[N:14]=[C:13]([N:24]1[C:28]3[CH:29]=[CH:30][CH:31]=[CH:32][C:27]=3[N:26]=[C:25]1[CH2:33][CH3:34])[N:12]=2.[OH:37][C:38]([CH3:43])([CH3:42])[C:39](O)=[O:40].CN(C(ON1N=NC2C=CC=NC1=2)=[N+](C)C)C.F[P-](F)(F)(F)(F)F.CCN(C(C)C)C(C)C, predict the reaction product. The product is: [CH2:33]([C:25]1[N:24]([C:13]2[N:12]=[C:11]3[C:16]([N:17]=[C:9]([CH2:8][N:3]4[CH2:4][CH2:5][N:6]([C:39](=[O:40])[C:38]([OH:37])([CH3:43])[CH3:42])[CH2:7][C:2]4([CH3:1])[CH3:36])[N:10]3[CH3:35])=[C:15]([N:18]3[CH2:23][CH2:22][O:21][CH2:20][CH2:19]3)[N:14]=2)[C:28]2[CH:29]=[CH:30][CH:31]=[CH:32][C:27]=2[N:26]=1)[CH3:34]. (5) Given the reactants Br[C:2]1[CH:7]=[CH:6][CH:5]=[CH:4][C:3]=1[CH:8]1[N:14]([CH2:15][C:16]2[CH:21]=[CH:20][CH:19]=[C:18]([C:22]3[S:23][CH:24]=[CH:25][N:26]=3)[CH:17]=2)[C:13](=[O:27])[CH2:12][CH2:11][CH2:10][CH2:9]1.[N:28]1[CH:33]=[CH:32][C:31](B(O)O)=[CH:30][CH:29]=1.C([O-])([O-])=O.[Na+].[Na+].O, predict the reaction product. The product is: [N:28]1[CH:33]=[CH:32][C:31]([C:2]2[CH:7]=[CH:6][CH:5]=[CH:4][C:3]=2[CH:8]2[N:14]([CH2:15][C:16]3[CH:21]=[CH:20][CH:19]=[C:18]([C:22]4[S:23][CH:24]=[CH:25][N:26]=4)[CH:17]=3)[C:13](=[O:27])[CH2:12][CH2:11][CH2:10][CH2:9]2)=[CH:30][CH:29]=1. (6) The product is: [CH3:54][N:55]([CH3:56])[C:58]1[N:63]=[CH:62][C:61]([C:64]2[CH:73]=[C:72]([C:74]([OH:76])=[O:75])[C:71]3[C:66](=[CH:67][CH:68]=[CH:69][CH:70]=3)[N:65]=2)=[CH:60][CH:59]=1. Given the reactants ClC1C=C(C(O)=O)C2C(=CC=CC=2)N=1.Cl.Cl.CN(C)C1N=CC(B(O)O)=CC=1.CN1CCN(C2N=CC=CC=2B2OC(C)(C)C(C)(C)O2)CC1.CN1C[CH2:56][N:55]([C:58]2[N:63]=[CH:62][C:61]([C:64]3[CH:73]=[C:72]([C:74]([OH:76])=[O:75])[C:71]4[C:66](=[CH:67][CH:68]=[CH:69][CH:70]=4)[N:65]=3)=[CH:60][CH:59]=2)[CH2:54]C1, predict the reaction product. (7) Given the reactants [NH2:1][C:2]1[N:3]=[C:4]2[CH:9]=[CH:8][C:7]([O:10][C:11]3[CH:12]=[C:13]([NH:17][C:18](=[O:30])[C:19]4[CH:24]=[CH:23][CH:22]=[C:21]([C:25]5([C:28]#[N:29])[CH2:27][CH2:26]5)[CH:20]=4)[CH:14]=[CH:15][CH:16]=3)=[N:6][N:5]2[CH:31]=1.[O:32]1[CH:36]=[CH:35][C:34]([C:37](O)=[O:38])=[CH:33]1.C(Cl)(=O)C(Cl)=O.O1CCCC1, predict the reaction product. The product is: [C:28]([C:25]1([C:21]2[CH:20]=[C:19]([CH:24]=[CH:23][CH:22]=2)[C:18]([NH:17][C:13]2[CH:12]=[C:11]([CH:16]=[CH:15][CH:14]=2)[O:10][C:7]2[CH:8]=[CH:9][C:4]3[N:5]([CH:31]=[C:2]([NH:1][C:37]([C:34]4[CH:35]=[CH:36][O:32][CH:33]=4)=[O:38])[N:3]=3)[N:6]=2)=[O:30])[CH2:27][CH2:26]1)#[N:29].